This data is from Experimentally validated miRNA-target interactions with 360,000+ pairs, plus equal number of negative samples. The task is: Binary Classification. Given a miRNA mature sequence and a target amino acid sequence, predict their likelihood of interaction. (1) The miRNA is hsa-miR-6893-5p with sequence CAGGCAGGUGUAGGGUGGAGC. The protein sequence of the target gene is MALLTAAARLLGTKNASCLVLAARHASASSTNLKDILADLIPKEQARIKTFRQQHGKTVVGQITVDMMYGGMRGMKGLVYETSVLDPDEGIRFRGFSIPECQKLLPKAKGGEEPLPEGLFWLLVTGHIPTEEQVSWLSKEWAKRAALPSHVVTMLDNFPTNLHPMSQLSAAVTALNSESNFARAYAQGISRTKYWELIYEDSMDLIAKLPCVAAKIYRNLYREGSGIGAIDSNLDWSHNFTNMLGYTDHQFTELTRLYLTIHSDHEGGNVSAHTSHLVGSALSDPYLSFAAAMNGLAGPL.... Result: 1 (interaction). (2) The miRNA is hsa-miR-548av-3p with sequence AAAACUGCAGUUACUUUUGC. The protein sequence of the target gene is MEAPGVLLVMGVSGSGKSTVGALLASKLGWKFYDADDYHSEENRIKMAKGVPLSDQDRIPWLCTLHDILLRDVALGQPVVLACSALKKTYRDILIRGGSDAPLKSDDSAKEPLAGGKLLVVYLCGSFDIIYGRLLQRKGHFMPPELLQSQFSILEPPSAPENFIQVSVDKSLPEITAAVMEALK. Result: 0 (no interaction).